Task: Predict the reaction yield, written as a fraction of the theoretical maximum amount of product (1.0 means a 100% yield; for example, 0.34 means a 34% yield).. Dataset: Reaction yield outcomes from USPTO patents with 853,638 reactions (1) The reactants are [OH:1][CH:2]([CH2:30][OH:31])[CH2:3][O:4][C:5]1[CH:6]=[C:7]2[C:12](=[CH:13][CH:14]=1)[CH:11]=[C:10]([C:15]#[C:16][CH2:17][CH2:18][NH:19]C(=O)OCC1C=CC=CC=1)[CH:9]=[CH:8]2. The catalyst is CO.[Pd]. The product is [NH2:19][CH2:18][CH2:17][CH2:16][CH2:15][C:10]1[CH:11]=[C:12]2[C:7](=[CH:8][CH:9]=1)[CH:6]=[C:5]([O:4][CH2:3][CH:2]([OH:1])[CH2:30][OH:31])[CH:14]=[CH:13]2. The yield is 0.780. (2) The reactants are [C:1]([O:4][C@@H:5]1[C@@H:10]([O:11][C:12](=[O:14])[CH3:13])[C@H:9]([O:15][C:16](=[O:18])[CH3:17])[C@@H:8]([O:19]/[C:20](/[C:29]([O:31][CH2:32][CH3:33])=[O:30])=[CH:21]\[C:22]2[CH:27]=[CH:26][CH:25]=[CH:24][C:23]=2[F:28])[O:7][C@H:6]1[CH2:34][O:35][C:36](=[O:38])[CH3:37])(=[O:3])[CH3:2].FC1C=CC=CC=1CC(=O)C(OCC)=O.[H-].[Na+].[Br-].C(O[C@@H]1[C@@H](OC(=O)C)[C@@H](OC(=O)C)[C@@H](COC(=O)C)O[C@@H]1O)(=O)C. No catalyst specified. The product is [C:1]([O:4][C@H:5]1[C@@H:10]([O:11][C:12](=[O:14])[CH3:13])[C@H:9]([O:15][C:16](=[O:18])[CH3:17])[C@@H:8]([O:19]/[C:20](/[C:29]([O:31][CH2:32][CH3:33])=[O:30])=[CH:21]\[C:22]2[CH:27]=[CH:26][CH:25]=[CH:24][C:23]=2[F:28])[O:7][C@H:6]1[CH2:34][O:35][C:36](=[O:38])[CH3:37])(=[O:3])[CH3:2]. The yield is 0.790. (3) The reactants are [CH3:1][C:2]1[CH:7]=[CH:6][C:5](B2OC(C)(C)C(C)(C)O2)=[CH:4][N:3]=1.C(=O)([O-])[O-].[Na+].[Na+].[Cl:23][C:24]1[N:29]=[C:28](Cl)[CH:27]=[CH:26][N:25]=1. The catalyst is O1CCOCC1.O.[Pd](Cl)Cl.C1(P(C2C=CC=CC=2)[C-]2C=CC=C2)C=CC=CC=1.[C-]1(P(C2C=CC=CC=2)C2C=CC=CC=2)C=CC=C1.[Fe+2]. The product is [Cl:23][C:24]1[N:29]=[C:28]([C:5]2[CH:4]=[N:3][C:2]([CH3:1])=[CH:7][CH:6]=2)[CH:27]=[CH:26][N:25]=1. The yield is 0.470. (4) The catalyst is ClCCl.CN(C=O)C.CCOC(C)=O. The product is [Br:21][C:22]1[CH:23]=[C:24]([C:35]([NH:1][CH2:2][C:3]2[C:4]([CH3:20])=[CH:5][C:6]([CH2:11][NH:12][C:13](=[O:19])[O:14][C:15]([CH3:16])([CH3:17])[CH3:18])=[N:7][C:8]=2[O:9][CH3:10])=[O:36])[C:25]2[C:26]([CH3:34])=[CH:27][N:28]([CH:31]([CH3:32])[CH3:33])[C:29]=2[CH:30]=1. The yield is 0.980. The reactants are [NH2:1][CH2:2][C:3]1[C:4]([CH3:20])=[CH:5][C:6]([CH2:11][NH:12][C:13](=[O:19])[O:14][C:15]([CH3:18])([CH3:17])[CH3:16])=[N:7][C:8]=1[O:9][CH3:10].[Br:21][C:22]1[CH:23]=[C:24]([C:35](O)=[O:36])[C:25]2[C:26]([CH3:34])=[CH:27][N:28]([CH:31]([CH3:33])[CH3:32])[C:29]=2[CH:30]=1.C1C=NC2N(O)N=NC=2C=1.C(Cl)CCl. (5) The reactants are O[C@H:2]1[C@H:9]2[C@H](O[C:7]([CH3:11])(C)[O:8]2)O[C@H]1C(O)=O.C[N:16]([C:18]([O:22]N1N=NC2C=CC=CC1=2)=[N+:19](C)C)C.[B-](F)(F)(F)F.CN1CCOCC1.N1CCOCC1. The catalyst is C1COCC1. The product is [N:16]1([C:18]([NH2:19])=[O:22])[CH2:11][CH2:7][O:8][CH2:9][CH2:2]1. The yield is 0.640. (6) The reactants are [CH3:1][NH:2][CH3:3].Br[CH2:5][C:6]([C:8]1[CH:13]=[CH:12][C:11]([Br:14])=[CH:10][CH:9]=1)=[O:7]. The catalyst is CO.O1CCCC1. The product is [Br:14][C:11]1[CH:12]=[CH:13][C:8]([C:6](=[O:7])[CH2:5][N:2]([CH3:3])[CH3:1])=[CH:9][CH:10]=1. The yield is 0.860. (7) The yield is 0.810. The reactants are [C:1]([O:5][C:6](=[O:20])[CH2:7][CH:8](P(OCC)(OCC)=O)[C:9]([OH:11])=[O:10])([CH3:4])([CH3:3])[CH3:2].CC(C)([O-])C.[K+].[C:27](O)(=O)[CH2:28][C:29]([CH2:34][C:35](O)=O)(C(O)=O)O.[OH-].[Na+].[CH2:42]1[CH2:46]O[CH2:44][CH2:43]1. The catalyst is O.C(=O)CCC1C=CC=CC=1.C(OCC)(=O)C. The product is [C:1]([O:5][C:6](=[O:20])[CH2:7]/[C:8](=[CH:44]\[CH2:43][CH2:42][C:46]1[CH:35]=[CH:34][CH:29]=[CH:28][CH:27]=1)/[C:9]([OH:11])=[O:10])([CH3:2])([CH3:3])[CH3:4].